This data is from Full USPTO retrosynthesis dataset with 1.9M reactions from patents (1976-2016). The task is: Predict the reactants needed to synthesize the given product. (1) Given the product [C:1]([O:5][C:6]([N:8]1[CH2:9][CH2:10][CH:11]([CH:14]2[CH2:18][C:17]3[CH:19]=[C:20]([C:33]4[CH:42]=[CH:41][C:36]([C:37](=[O:38])[NH:39][CH3:40])=[CH:35][N:34]=4)[CH:21]=[CH:22][C:16]=3[O:15]2)[CH2:12][CH2:13]1)=[O:7])([CH3:4])([CH3:3])[CH3:2], predict the reactants needed to synthesize it. The reactants are: [C:1]([O:5][C:6]([N:8]1[CH2:13][CH2:12][CH:11]([CH:14]2[CH2:18][C:17]3[CH:19]=[C:20](B4OC(C)(C)C(C)(C)O4)[CH:21]=[CH:22][C:16]=3[O:15]2)[CH2:10][CH2:9]1)=[O:7])([CH3:4])([CH3:3])[CH3:2].Br[C:33]1[CH:42]=[CH:41][C:36]([C:37]([NH:39][CH3:40])=[O:38])=[CH:35][N:34]=1. (2) Given the product [CH:11]([N:8]1[CH2:9][CH2:10][N:5]([C:3](=[O:4])[CH:2]([NH:1][C:48]([C:43]2[CH:42]=[C:41]3[C:34](=[CH:35][CH:44]=2)[N:33]=[CH:36][CH:37]=[CH:40]3)=[O:49])[CH2:24][C:25]2[CH:26]=[N:27][CH:28]=[CH:29][CH:30]=2)[CH2:6][CH2:7]1)([C:18]1[CH:19]=[CH:20][CH:21]=[CH:22][CH:23]=1)[C:12]1[CH:17]=[CH:16][CH:15]=[CH:14][CH:13]=1, predict the reactants needed to synthesize it. The reactants are: [NH2:1][CH:2]([CH2:24][C:25]1[CH:26]=[N:27][CH:28]=[CH:29][CH:30]=1)[C:3]([N:5]1[CH2:10][CH2:9][N:8]([CH:11]([C:18]2[CH:23]=[CH:22][CH:21]=[CH:20][CH:19]=2)[C:12]2[CH:17]=[CH:16][CH:15]=[CH:14][CH:13]=2)[CH2:7][CH2:6]1)=[O:4].C([N:33]([CH2:36][CH3:37])[CH2:34][CH3:35])C.N1C2C=C[CH:44]=[C:43]([C:48](O)=[O:49])[C:42]=2[CH:41]=[CH:40]C=1.Cl.CN(C)CCCN=C=NCC.